This data is from Reaction yield outcomes from USPTO patents with 853,638 reactions. The task is: Predict the reaction yield, written as a fraction of the theoretical maximum amount of product (1.0 means a 100% yield; for example, 0.34 means a 34% yield). (1) The reactants are [N:1]1[C:10]2[C:5](=[CH:6][CH:7]=[CH:8][CH:9]=2)[N:4]=[CH:3][C:2]=1[C:11](Cl)=[O:12].[CH:14]1([NH2:22])[CH2:21][CH2:20][CH2:19][CH2:18][CH2:17][CH2:16][CH2:15]1.N1C=CC=CC=1. The catalyst is O. The product is [CH:14]1([NH:22][C:11]([C:2]2[CH:3]=[N:4][C:5]3[C:10](=[CH:9][CH:8]=[CH:7][CH:6]=3)[N:1]=2)=[O:12])[CH2:21][CH2:20][CH2:19][CH2:18][CH2:17][CH2:16][CH2:15]1. The yield is 0.390. (2) The reactants are C([O-])(O)=O.[Na+].[CH:6]1([C:11]([C:13]2[CH:18]=[C:17]([CH3:19])[CH:16]=[CH:15][C:14]=2[NH:20][C:21]([NH:23][C:24]2[S:25][C:26]([CH:29]=O)=[CH:27][N:28]=2)=[O:22])=[O:12])[CH2:10][CH2:9][CH2:8][CH2:7]1.Cl.[NH2:32][OH:33]. The catalyst is C1COCC1. The product is [CH:6]1([C:11]([C:13]2[CH:18]=[C:17]([CH3:19])[CH:16]=[CH:15][C:14]=2[NH:20][C:21]([NH:23][C:24]2[S:25][C:26]([CH:29]=[N:32][OH:33])=[CH:27][N:28]=2)=[O:22])=[O:12])[CH2:7][CH2:8][CH2:9][CH2:10]1. The yield is 0.760. (3) The reactants are [C:1]([C:5]1[N:10]=[C:9]([N:11]2[CH2:16][CH2:15][N:14]([CH2:17][CH2:18][CH2:19][CH2:20][NH2:21])[CH2:13][CH2:12]2)[CH:8]=[C:7]([C:22]([F:25])([F:24])[F:23])[N:6]=1)([CH3:4])([CH3:3])[CH3:2].C1N=CN([C:31](N2C=NC=C2)=[O:32])C=1.[CH:38]1([N:44]2[CH2:49][CH2:48][NH:47][CH2:46][CH2:45]2)[CH2:43][CH2:42][CH2:41][CH2:40][CH2:39]1. The catalyst is C(Cl)(Cl)Cl.CO. The product is [C:1]([C:5]1[N:10]=[C:9]([N:11]2[CH2:16][CH2:15][N:14]([CH2:17][CH2:18][CH2:19][CH2:20][NH:21][C:31]([N:47]3[CH2:48][CH2:49][N:44]([CH:38]4[CH2:43][CH2:42][CH2:41][CH2:40][CH2:39]4)[CH2:45][CH2:46]3)=[O:32])[CH2:13][CH2:12]2)[CH:8]=[C:7]([C:22]([F:24])([F:25])[F:23])[N:6]=1)([CH3:4])([CH3:2])[CH3:3]. The yield is 0.280. (4) The reactants are [NH2:1][C:2]1[CH:10]=[C:9]([F:11])[CH:8]=[C:7]([F:12])[C:3]=1[C:4](O)=[O:5].CC[N:15]=C=NCCCN(C)C.Cl.C1C=CC2N(O)N=NC=2C=1.C(N(CC)CC)C.[OH-].[NH4+]. The catalyst is C1COCC1. The product is [NH2:1][C:2]1[CH:10]=[C:9]([F:11])[CH:8]=[C:7]([F:12])[C:3]=1[C:4]([NH2:15])=[O:5]. The yield is 0.500. (5) The reactants are [CH3:1][C:2]([O-:5])(C)[CH3:3].[K+].[F:7][C:8]1C=[CH:14][CH:13]=[CH:12][C:9]=1C#N.C[C:17]#[N:18].Cl. The catalyst is C(Cl)Cl.O.CCOCC. The product is [F:7][C:8]1[CH:9]=[CH:12][CH:13]=[CH:14][C:1]=1[C:2](=[O:5])[CH2:3][C:17]#[N:18]. The yield is 0.700. (6) The reactants are [O:1]1[CH2:6][CH2:5][CH:4]([C:7]([C:9]2[S:13][C:12]([NH2:14])=[N:11][C:10]=2[C:15]2[O:16][CH:17]=[CH:18][CH:19]=2)=[O:8])[CH2:3][CH2:2]1.[C:20](O)(=[O:27])[C:21]1[CH:26]=[CH:25][N:24]=[CH:23][CH:22]=1.CCN=C=NCCCN(C)C.Cl.O.ON1C2C=CC=CC=2N=N1.C(=O)([O-])O.[Na+]. The catalyst is CN(C=O)C.O. The product is [O:16]1[CH:17]=[CH:18][CH:19]=[C:15]1[C:10]1[N:11]=[C:12]([NH:14][C:20]([C:21]2[CH:26]=[CH:25][N:24]=[CH:23][CH:22]=2)=[O:27])[S:13][C:9]=1[C:7]([CH:4]1[CH2:5][CH2:6][O:1][CH2:2][CH2:3]1)=[O:8]. The yield is 0.480. (7) The reactants are [CH3:1][C@@H:2]([NH:13][CH2:14][CH2:15][CH2:16][C:17]1[CH:18]=[CH:19][CH:20]=[C:21]([C:23]([F:26])([F:25])[F:24])[CH:22]=1)[C:3]1[CH:4]=[CH:5][CH:6]=[C:7]2[CH:12]=[CH:11][CH:10]=[CH:9][C:8]=12.[ClH:27]. The catalyst is C1(C)C=CC=CC=1.CCCCCCC. The product is [CH3:1][C@@H:2]([NH:13][CH2:14][CH2:15][CH2:16][C:17]1[CH:18]=[CH:19][CH:20]=[C:21]([C:23]([F:24])([F:25])[F:26])[CH:22]=1)[C:3]1[CH:4]=[CH:5][CH:6]=[C:7]2[CH:12]=[CH:11][CH:10]=[CH:9][C:8]=12.[ClH:27]. The yield is 0.925. (8) The reactants are [OH:1][C:2]1[CH:7]=[CH:6][CH:5]=[CH:4][C:3]=1[C:8]1[CH:9]=[C:10]([CH:14]([NH:20][C:21]([C@@H:23]2[CH2:28][CH2:27][CH2:26][N:25]([C:29](=[O:45])[CH2:30][CH2:31][CH:32]3[CH2:37][CH2:36][N:35]([C:38]([O:40][C:41]([CH3:44])([CH3:43])[CH3:42])=[O:39])[CH2:34][CH2:33]3)[CH2:24]2)=[O:22])[CH2:15][C:16]([O:18][CH3:19])=[O:17])[CH:11]=[N:12][CH:13]=1.C(=O)([O-])[O-].[Cs+].[Cs+].I[CH2:53][CH2:54][F:55]. The catalyst is O1CCCC1.O. The product is [F:55][CH2:54][CH2:53][O:1][C:2]1[CH:7]=[CH:6][CH:5]=[CH:4][C:3]=1[C:8]1[CH:9]=[C:10]([CH:14]([NH:20][C:21]([C@@H:23]2[CH2:28][CH2:27][CH2:26][N:25]([C:29](=[O:45])[CH2:30][CH2:31][CH:32]3[CH2:33][CH2:34][N:35]([C:38]([O:40][C:41]([CH3:42])([CH3:44])[CH3:43])=[O:39])[CH2:36][CH2:37]3)[CH2:24]2)=[O:22])[CH2:15][C:16]([O:18][CH3:19])=[O:17])[CH:11]=[N:12][CH:13]=1. The yield is 0.540. (9) The reactants are [Cl:1][C:2]1[CH:7]=[CH:6][C:5]([Cl:8])=[CH:4][C:3]=1[OH:9].[N+:10]([O-])([OH:12])=[O:11]. The catalyst is C(Cl)(Cl)(Cl)Cl. The product is [Cl:1][C:2]1[CH:7]=[C:6]([N+:10]([O-:12])=[O:11])[C:5]([Cl:8])=[CH:4][C:3]=1[OH:9]. The yield is 0.620.